From a dataset of Catalyst prediction with 721,799 reactions and 888 catalyst types from USPTO. Predict which catalyst facilitates the given reaction. (1) Reactant: [CH3:1][O:2][C:3](=[O:50])[NH:4][C@@H:5]([CH2:47]SC)[C:6](=[O:46])[NH:7][C@@H:8]([CH2:39][C:40]1[CH:45]=[CH:44][CH:43]=[CH:42][CH:41]=1)[C@@H:9]([OH:38])[CH2:10][C@H:11]([CH2:25][C:26]1[CH:31]=[CH:30][C:29]([C:32]2[CH:37]=[CH:36][CH:35]=[CH:34][N:33]=2)=[CH:28][CH:27]=1)[NH:12][C:13](=[O:24])[C@H:14]([C:20]([CH3:23])([CH3:22])[CH3:21])[NH:15][C:16](=[O:19])[O:17][CH3:18].O[O:52][S:53]([O-:55])=O.[K+].[CH3:57]O. Product: [CH3:1][O:2][C:3](=[O:50])[NH:4][C@@H:5]([CH2:47][S:53]([CH3:57])(=[O:55])=[O:52])[C:6](=[O:46])[NH:7][C@@H:8]([CH2:39][C:40]1[CH:41]=[CH:42][CH:43]=[CH:44][CH:45]=1)[C@@H:9]([OH:38])[CH2:10][C@H:11]([CH2:25][C:26]1[CH:31]=[CH:30][C:29]([C:32]2[CH:37]=[CH:36][CH:35]=[CH:34][N:33]=2)=[CH:28][CH:27]=1)[NH:12][C:13](=[O:24])[C@H:14]([C:20]([CH3:23])([CH3:22])[CH3:21])[NH:15][C:16](=[O:19])[O:17][CH3:18]. The catalyst class is: 6. (2) Product: [F:25][C:26]1[CH:27]=[C:28]([NH:29][C:2]2[C:3]3[NH:15][N:14]=[CH:13][C:4]=3[N:5]=[C:6]([C:8]3[S:9][CH:10]=[CH:11][CH:12]=3)[N:7]=2)[CH:30]=[CH:31][C:32]=1[N:33]1[CH2:34][CH2:35][O:36][CH2:37][CH2:38]1. The catalyst class is: 71. Reactant: Cl[C:2]1[C:3]2[C:4](=[CH:13][N:14](CC3C=CC(OC)=CC=3)[N:15]=2)[N:5]=[C:6]([C:8]2[S:9][CH:10]=[CH:11][CH:12]=2)[N:7]=1.[F:25][C:26]1[CH:27]=[C:28]([CH:30]=[CH:31][C:32]=1[N:33]1[CH2:38][CH2:37][O:36][CH2:35][CH2:34]1)[NH2:29].Cl. (3) Reactant: [Cl:1][C:2]1[CH:29]=[CH:28][C:5]([CH2:6][NH:7][C:8]([C:10]2[C:11](=[O:27])[C:12]3[CH:19]=[C:18]([CH2:20][NH:21][CH2:22][CH:23]([OH:26])[CH2:24]Cl)[O:17][C:13]=3[N:14]([CH3:16])[CH:15]=2)=[O:9])=[CH:4][CH:3]=1.[NH2:30][C:31]1[S:35][C:34]([SH:36])=[N:33][N:32]=1.[CH:37](N(C(C)C)CC)(C)C.[Na+].[Cl-]. Product: [NH2:30][C:31]1[S:35][C:34]([S:36][CH2:24][CH:23]([OH:26])[CH2:22][N:21]([CH2:20][C:18]2[O:17][C:13]3[N:14]([CH3:16])[CH:15]=[C:10]([C:8]([NH:7][CH2:6][C:5]4[CH:28]=[CH:29][C:2]([Cl:1])=[CH:3][CH:4]=4)=[O:9])[C:11](=[O:27])[C:12]=3[CH:19]=2)[CH3:37])=[N:33][N:32]=1. The catalyst class is: 14. (4) Reactant: [O:1]=[C:2]([CH3:12])[CH2:3][C:4]1[CH:11]=[CH:10][C:7]([C:8]#[N:9])=[CH:6][CH:5]=1.S(Cl)([Cl:16])(=O)=O. Product: [Cl:16][CH:3]([C:4]1[CH:11]=[CH:10][C:7]([C:8]#[N:9])=[CH:6][CH:5]=1)[C:2](=[O:1])[CH3:12]. The catalyst class is: 2.